From a dataset of Reaction yield outcomes from USPTO patents with 853,638 reactions. Predict the reaction yield, written as a fraction of the theoretical maximum amount of product (1.0 means a 100% yield; for example, 0.34 means a 34% yield). (1) The reactants are Br[C:2]1[CH:7]=[CH:6][CH:5]=[CH:4][C:3]=1[O:8][CH:9]([F:11])[F:10].[B:12]1([B:12]2[O:16][C:15]([CH3:18])([CH3:17])[C:14]([CH3:20])([CH3:19])[O:13]2)[O:16][C:15]([CH3:18])([CH3:17])[C:14]([CH3:20])([CH3:19])[O:13]1.C([O-])(=O)C.[K+].O. The catalyst is CC(N(C)C)=O.CCOCC. The product is [F:10][CH:9]([F:11])[O:8][C:3]1[CH:4]=[CH:5][CH:6]=[CH:7][C:2]=1[B:12]1[O:16][C:15]([CH3:18])([CH3:17])[C:14]([CH3:20])([CH3:19])[O:13]1. The yield is 0.170. (2) The reactants are [OH:1][C:2]1[CH:3]=[N:4][C:5]([CH3:8])=[CH:6][CH:7]=1.[H-].[Na+].[CH2:11](Br)[C:12]1[CH:17]=[CH:16][CH:15]=[CH:14][CH:13]=1. The yield is 0.660. The catalyst is CN(C)C=O. The product is [CH2:11]([O:1][C:2]1[CH:7]=[CH:6][C:5]([CH3:8])=[N:4][CH:3]=1)[C:12]1[CH:17]=[CH:16][CH:15]=[CH:14][CH:13]=1. (3) The reactants are C[O:2][C:3]1[CH:4]=[C:5]([C:18]2[CH:22]=[CH:21][S:20][CH:19]=2)[CH:6]=[CH:7][C:8]=1[O:9][C:10]1[CH:15]=[CH:14][CH:13]=[CH:12][C:11]=1[O:16]C.B(Br)(Br)Br. The catalyst is C(Cl)Cl. The product is [OH:16][C:11]1[CH:12]=[CH:13][CH:14]=[CH:15][C:10]=1[O:9][C:8]1[CH:7]=[CH:6][C:5]([C:18]2[CH:22]=[CH:21][S:20][CH:19]=2)=[CH:4][C:3]=1[OH:2]. The yield is 0.880. (4) The reactants are Cl.C(OCC)(=O)C.[Cl:8][C:9]1[CH:14]=[CH:13][C:12]([NH:15][C:16]([C@@H:18]2[CH2:22][CH2:21][CH2:20][N:19]2C(OC(C)(C)C)=O)=[O:17])=[C:11]([C:30]([O:32][CH3:33])=[O:31])[CH:10]=1. The catalyst is C(OCC)(=O)C. The product is [ClH:8].[Cl:8][C:9]1[CH:14]=[CH:13][C:12]([NH:15][C:16](=[O:17])[C@@H:18]2[CH2:22][CH2:21][CH2:20][NH:19]2)=[C:11]([CH:10]=1)[C:30]([O:32][CH3:33])=[O:31]. The yield is 0.980. (5) The reactants are B1([O-])OO1.[OH2:5].[OH2:6].O.O.[Na+].[C:10]([O:14][C:15]([C@H:17]([CH2:21][S:22][CH2:23][C:24]1[CH:29]=[CH:28][C:27]([C:30]2[CH:35]=[CH:34][C:33]([C:36]3[C:41]4[O:42][C:43]5[CH:48]=[CH:47][CH:46]=[CH:45][C:44]=5[C:40]=4[CH:39]=[CH:38][CH:37]=3)=[CH:32][CH:31]=2)=[CH:26][CH:25]=1)[C:18]([OH:20])=[O:19])=[O:16])([CH3:13])([CH3:12])[CH3:11]. The catalyst is C(O)(=O)C.C(OCC)(=O)C. The product is [C:10]([O:14][C:15]([C@H:17]([CH2:21][S:22]([CH2:23][C:24]1[CH:25]=[CH:26][C:27]([C:30]2[CH:35]=[CH:34][C:33]([C:36]3[C:41]4[O:42][C:43]5[CH:48]=[CH:47][CH:46]=[CH:45][C:44]=5[C:40]=4[CH:39]=[CH:38][CH:37]=3)=[CH:32][CH:31]=2)=[CH:28][CH:29]=1)(=[O:6])=[O:5])[C:18]([OH:20])=[O:19])=[O:16])([CH3:13])([CH3:11])[CH3:12]. The yield is 0.870. (6) The reactants are [Cl:1][C:2]1[CH:7]=[CH:6][C:5]([C:8]2[CH:9]=[N:10][CH:11]=[C:12]3[C:17]=2[N:16]=[C:15]([C:18]([OH:20])=O)[CH:14]=[CH:13]3)=[CH:4][CH:3]=1.C(N(CC)C(C)C)(C)C.F[P-](F)(F)(F)(F)F.N1(OC(N(C)C)=[N+](C)C)C2N=CC=CC=2N=N1.[NH2:54][C:55]1[CH:60]=[CH:59][CH:58]=[CH:57][CH:56]=1. The catalyst is CN(C)C=O. The product is [Cl:1][C:2]1[CH:3]=[CH:4][C:5]([C:8]2[CH:9]=[N:10][CH:11]=[C:12]3[C:17]=2[N:16]=[C:15]([C:18]([NH:54][C:55]2[CH:60]=[CH:59][CH:58]=[CH:57][CH:56]=2)=[O:20])[CH:14]=[CH:13]3)=[CH:6][CH:7]=1. The yield is 0.0100. (7) The reactants are [Cl:1][C:2]1[CH:7]=[C:6]([Cl:8])[CH:5]=[CH:4][C:3]=1[C:9](=[O:11])[CH3:10].B(Cl)([C@@H]1[C@@H](C)[C@H]2C(C)(C)[C@H](C2)C1)[C@@H]1[C@@H](C)[C@H]2C(C)(C)[C@H](C2)C1.N(CCO)CCO. The catalyst is C1COCC1. The product is [Cl:1][C:2]1[CH:7]=[C:6]([Cl:8])[CH:5]=[CH:4][C:3]=1[C@H:9]([OH:11])[CH3:10]. The yield is 0.820.